Task: Predict the reactants needed to synthesize the given product.. Dataset: Full USPTO retrosynthesis dataset with 1.9M reactions from patents (1976-2016) (1) Given the product [Cl:1][C:2]1[CH:3]=[CH:4][C:5]([C:6]([NH:8][CH:9]([NH:14][C:15]([NH:19][C:20]2[CH:21]=[N:22][CH:23]=[CH:24][CH:25]=2)=[S:16])[C:10]([Cl:12])([Cl:13])[Cl:11])=[O:7])=[CH:17][CH:18]=1, predict the reactants needed to synthesize it. The reactants are: [Cl:1][C:2]1[CH:18]=[CH:17][C:5]([C:6]([NH:8][CH:9]([N:14]=[C:15]=[S:16])[C:10]([Cl:13])([Cl:12])[Cl:11])=[O:7])=[CH:4][CH:3]=1.[NH2:19][C:20]1[CH:21]=[N:22][CH:23]=[CH:24][CH:25]=1.C(N(CC)CC)C. (2) Given the product [N:7]1[C:6]2[CH2:8][CH2:9][NH:10][CH2:11][C:5]=2[CH:4]=[N:3][C:2]=1[NH2:1], predict the reactants needed to synthesize it. The reactants are: [NH2:1][C:2]1[N:3]=[CH:4][C:5]2[CH2:11][N:10](C(OC(C)(C)C)=O)[CH2:9][CH2:8][C:6]=2[N:7]=1.Cl.CCOC(C)=O. (3) The reactants are: [I:1][C:2]1[CH:11]=[CH:10][CH:9]=[C:8]2[C:3]=1[CH2:4][CH2:5][NH:6]/[C:7]/2=[CH:12]\[C:13]([O:15][CH2:16][CH3:17])=[O:14].CC(O)=O.[BH3-]C#N.[Na+].C([O-])(O)=O.[Na+]. Given the product [I:1][C:2]1[CH:11]=[CH:10][CH:9]=[C:8]2[C:3]=1[CH2:4][CH2:5][NH:6][CH:7]2[CH2:12][C:13]([O:15][CH2:16][CH3:17])=[O:14], predict the reactants needed to synthesize it. (4) Given the product [C:1]([O:5][C:6]([N:8]([CH2:19][C:20]1[CH:21]=[CH:22][CH:23]=[CH:24][CH:25]=1)[C@H:9]([CH:17]=[O:18])[CH2:10][C:11]1[CH:12]=[CH:13][CH:14]=[CH:15][CH:16]=1)=[O:7])([CH3:4])([CH3:2])[CH3:3], predict the reactants needed to synthesize it. The reactants are: [C:1]([O:5][C:6]([N:8]([CH2:19][C:20]1[CH:25]=[CH:24][CH:23]=[CH:22][CH:21]=1)[C@H:9]([CH2:17][OH:18])[CH2:10][C:11]1[CH:16]=[CH:15][CH:14]=[CH:13][CH:12]=1)=[O:7])([CH3:4])([CH3:3])[CH3:2].C(N(CC)CC)C.O. (5) Given the product [NH2:1][C:2]1[C:7]([Cl:8])=[C:6]([C:9]([OH:11])=[O:10])[N:5]=[C:4]([C:13]2[CH:14]=[N:15][C:16]([Br:19])=[CH:17][CH:18]=2)[C:3]=1[F:20], predict the reactants needed to synthesize it. The reactants are: [NH2:1][C:2]1[C:7]([Cl:8])=[C:6]([C:9]([O:11]C)=[O:10])[N:5]=[C:4]([C:13]2[CH:14]=[N:15][C:16]([Br:19])=[CH:17][CH:18]=2)[C:3]=1[F:20].[OH-].[Na+].Cl.